Dataset: Forward reaction prediction with 1.9M reactions from USPTO patents (1976-2016). Task: Predict the product of the given reaction. Given the reactants I[C:2]1[C:3]([C:25]2[CH:30]=[CH:29][N:28]=[CH:27][CH:26]=2)=[N:4][N:5]2[C:10]([C:11]3[CH:12]=[N:13][C:14]([N:17]4[CH2:22][C@@H:21]5[CH2:23][C@H:18]4[CH2:19][N:20]5[CH3:24])=[CH:15][CH:16]=3)=[CH:9][CH:8]=[N:7][C:6]=12.[Cl:31][C:32]1[CH:33]=[CH:34][C:35](B2OC(C)(C)C(C)(C)O2)=[C:36]2[C:40]=1[NH:39][N:38]=[CH:37]2, predict the reaction product. The product is: [Cl:31][C:32]1[CH:33]=[CH:34][C:35]([C:2]2[C:3]([C:25]3[CH:26]=[CH:27][N:28]=[CH:29][CH:30]=3)=[N:4][N:5]3[C:10]([C:11]4[CH:12]=[N:13][C:14]([N:17]5[CH2:22][C@@H:21]6[CH2:23][C@H:18]5[CH2:19][N:20]6[CH3:24])=[CH:15][CH:16]=4)=[CH:9][CH:8]=[N:7][C:6]=23)=[C:36]2[C:40]=1[NH:39][N:38]=[CH:37]2.